Dataset: Full USPTO retrosynthesis dataset with 1.9M reactions from patents (1976-2016). Task: Predict the reactants needed to synthesize the given product. (1) Given the product [Cl:5][C:6]1[CH:11]=[C:10]([CH2:12][Cl:3])[CH:9]=[CH:8][N:7]=1, predict the reactants needed to synthesize it. The reactants are: O=S(Cl)[Cl:3].[Cl:5][C:6]1[CH:11]=[C:10]([CH2:12]O)[CH:9]=[CH:8][N:7]=1. (2) Given the product [Cl:17][C:5]1[C:4]([N+:1]([O-:3])=[O:2])=[CH:9][C:8]([C:10]([F:13])([F:12])[F:11])=[CH:7][N:6]=1, predict the reactants needed to synthesize it. The reactants are: [N+:1]([C:4]1[C:5](O)=[N:6][CH:7]=[C:8]([C:10]([F:13])([F:12])[F:11])[CH:9]=1)([O-:3])=[O:2].P(Cl)(Cl)([Cl:17])=O.